Dataset: Catalyst prediction with 721,799 reactions and 888 catalyst types from USPTO. Task: Predict which catalyst facilitates the given reaction. Reactant: [ClH:1].C(OC([N:9]1[C@H:13]([C:14]2[CH:19]=[CH:18][CH:17]=[CH:16][CH:15]=2)[C@H:12]([C:20]2[CH:25]=[CH:24][CH:23]=[CH:22][CH:21]=2)[N:11]=[C:10]1[NH:26][CH2:27][C:28]1[CH:33]=[CH:32][C:31]([F:34])=[CH:30][CH:29]=1)=O)(C)(C)C. Product: [ClH:1].[C:14]1([C@H:13]2[C@@H:12]([C:20]3[CH:25]=[CH:24][CH:23]=[CH:22][CH:21]=3)[NH:11][C:10]([NH:26][CH2:27][C:28]3[CH:29]=[CH:30][C:31]([F:34])=[CH:32][CH:33]=3)=[N:9]2)[CH:15]=[CH:16][CH:17]=[CH:18][CH:19]=1. The catalyst class is: 25.